This data is from Full USPTO retrosynthesis dataset with 1.9M reactions from patents (1976-2016). The task is: Predict the reactants needed to synthesize the given product. (1) Given the product [Br:22][C:23]1[N:27]2[N:28]=[C:29]([NH:32][CH2:33][CH2:34][CH2:35][CH:18]3[CH2:19][CH2:20][NH:16][C:17]3=[O:21])[CH:30]=[CH:31][C:26]2=[N:25][CH:24]=1, predict the reactants needed to synthesize it. The reactants are: BrC1N2N=C(F)C=CC2=NC=1.NCCC[N:16]1[CH2:20][CH2:19][CH2:18][C:17]1=[O:21].[Br:22][C:23]1[N:27]2[N:28]=[C:29]([NH:32][CH2:33][CH2:34][CH2:35]N(C)C3C=CC=CC=3)[CH:30]=[CH:31][C:26]2=[N:25][CH:24]=1. (2) Given the product [CH:1]([O:4][C:5]([N:7]1[CH2:12][CH2:11][CH:10]([O:13][N:14]=[C:15]2[CH2:20][CH2:19][N:18]([C:21]3[CH:26]=[C:25]([F:27])[C:24]([NH:28][C:45]([NH2:46])=[NH:44])=[CH:23][C:22]=3[F:29])[CH2:17][CH2:16]2)[CH2:9][CH2:8]1)=[O:6])([CH3:3])[CH3:2], predict the reactants needed to synthesize it. The reactants are: [CH:1]([O:4][C:5]([N:7]1[CH2:12][CH2:11][CH:10]([O:13][N:14]=[C:15]2[CH2:20][CH2:19][N:18]([C:21]3[CH:26]=[C:25]([F:27])[C:24]([NH2:28])=[CH:23][C:22]=3[F:29])[CH2:17][CH2:16]2)[CH2:9][CH2:8]1)=[O:6])([CH3:3])[CH3:2].C(N(CC)CC)C.C([NH:44][C:45](=S)[NH:46]C(OC(C)(C)C)=O)(OC(C)(C)C)=O.C(O)(C(F)(F)F)=O. (3) Given the product [F:10][C:8]1[CH:9]=[C:4]2[C:5](=[CH:6][CH:7]=1)[NH:11][C:2]([C:13]1[CH:18]=[CH:17][CH:16]=[CH:15][CH:14]=1)=[CH:3]2, predict the reactants needed to synthesize it. The reactants are: Br[C:2](Br)=[CH:3][C:4]1[CH:9]=[C:8]([F:10])[CH:7]=[CH:6][C:5]=1[NH2:11].[C:13]1(B(O)O)[CH:18]=[CH:17][CH:16]=[CH:15][CH:14]=1.[O-]P([O-])([O-])=O.[K+].[K+].[K+].O. (4) Given the product [F:18][C:17]1[CH:16]=[CH:15][CH:14]=[C:13]([F:19])[C:12]=1[C:4]1[S:3][CH:2]=[N:6][C:5]=1[C:7]([O:9][CH2:10][CH3:11])=[O:8], predict the reactants needed to synthesize it. The reactants are: N[C:2]1[S:3][C:4]([C:12]2[C:17]([F:18])=[CH:16][CH:15]=[CH:14][C:13]=2[F:19])=[C:5]([C:7]([O:9][CH2:10][CH3:11])=[O:8])[N:6]=1.[N+]([O-])(OC(C)(C)C)=O.O.CCOC(C)=O. (5) Given the product [C:22]([O:26][C:27]([N:18]1[CH2:17][CH2:16][CH:15]([C:13]2[CH:12]=[CH:11][C:10]([NH2:21])=[C:9]([S:6]([CH3:5])(=[O:8])=[O:7])[CH:14]=2)[CH2:20][CH2:19]1)=[O:28])([CH3:25])([CH3:24])[CH3:23], predict the reactants needed to synthesize it. The reactants are: C(O)(=O)C.[CH3:5][S:6]([C:9]1[CH:14]=[C:13]([CH:15]2[CH2:20][CH2:19][NH:18][CH2:17][CH2:16]2)[CH:12]=[CH:11][C:10]=1[NH2:21])(=[O:8])=[O:7].[C:22]([O:26][C:27](=O)[O:28]C(C)(C)C)([CH3:25])([CH3:24])[CH3:23].C(=O)([O-])[O-].[Na+].[Na+].